Dataset: NCI-60 drug combinations with 297,098 pairs across 59 cell lines. Task: Regression. Given two drug SMILES strings and cell line genomic features, predict the synergy score measuring deviation from expected non-interaction effect. (1) Drug 1: C1=NC(=NC(=O)N1C2C(C(C(O2)CO)O)O)N. Drug 2: B(C(CC(C)C)NC(=O)C(CC1=CC=CC=C1)NC(=O)C2=NC=CN=C2)(O)O. Cell line: NCIH23. Synergy scores: CSS=25.3, Synergy_ZIP=-1.34, Synergy_Bliss=-0.731, Synergy_Loewe=-21.3, Synergy_HSA=-1.12. (2) Drug 2: CC1=C2C(C(=O)C3(C(CC4C(C3C(C(C2(C)C)(CC1OC(=O)C(C(C5=CC=CC=C5)NC(=O)C6=CC=CC=C6)O)O)OC(=O)C7=CC=CC=C7)(CO4)OC(=O)C)O)C)OC(=O)C. Cell line: LOX IMVI. Synergy scores: CSS=46.0, Synergy_ZIP=-7.55, Synergy_Bliss=-9.13, Synergy_Loewe=-15.3, Synergy_HSA=-4.74. Drug 1: C1=CC(=CC=C1CCC2=CNC3=C2C(=O)NC(=N3)N)C(=O)NC(CCC(=O)O)C(=O)O. (3) Drug 1: CC12CCC(CC1=CCC3C2CCC4(C3CC=C4C5=CN=CC=C5)C)O. Drug 2: CN(C(=O)NC(C=O)C(C(C(CO)O)O)O)N=O. Cell line: HT29. Synergy scores: CSS=-4.23, Synergy_ZIP=-3.20, Synergy_Bliss=-11.5, Synergy_Loewe=-17.3, Synergy_HSA=-11.8. (4) Drug 1: C1=CC(=CC=C1C#N)C(C2=CC=C(C=C2)C#N)N3C=NC=N3. Drug 2: CC1C(C(CC(O1)OC2CC(OC(C2O)C)OC3=CC4=CC5=C(C(=O)C(C(C5)C(C(=O)C(C(C)O)O)OC)OC6CC(C(C(O6)C)O)OC7CC(C(C(O7)C)O)OC8CC(C(C(O8)C)O)(C)O)C(=C4C(=C3C)O)O)O)O. Cell line: CAKI-1. Synergy scores: CSS=60.1, Synergy_ZIP=-3.14, Synergy_Bliss=-7.81, Synergy_Loewe=-8.96, Synergy_HSA=-4.41.